This data is from Catalyst prediction with 721,799 reactions and 888 catalyst types from USPTO. The task is: Predict which catalyst facilitates the given reaction. Reactant: [CH3:1][C:2]1[C:7]([CH2:8]O)=[CH:6][CH:5]=[C:4]([C:10]([F:13])([F:12])[F:11])[N:3]=1.O=S(Cl)[Cl:16].CN(C=O)C. Product: [Cl:16][CH2:8][C:7]1[C:2]([CH3:1])=[N:3][C:4]([C:10]([F:13])([F:12])[F:11])=[CH:5][CH:6]=1. The catalyst class is: 2.